From a dataset of Catalyst prediction with 721,799 reactions and 888 catalyst types from USPTO. Predict which catalyst facilitates the given reaction. (1) Reactant: N12CCCN=C1CCCCC2.Cl.[NH2:13][CH2:14][C:15]1[CH:23]=[CH:22][CH:21]=[C:20]2[C:16]=1[CH2:17][N:18]([CH:25]1[CH2:30][CH2:29][C:28](=[O:31])[NH:27][C:26]1=[O:32])[C:19]2=[O:24].[CH2:33]([N:35]=[C:36]=[O:37])[CH3:34]. Product: [O:32]=[C:26]1[CH:25]([N:18]2[CH2:17][C:16]3[C:20](=[CH:21][CH:22]=[CH:23][C:15]=3[CH2:14][NH:13][C:36]([NH:35][CH2:33][CH3:34])=[O:37])[C:19]2=[O:24])[CH2:30][CH2:29][C:28](=[O:31])[NH:27]1. The catalyst class is: 10. (2) Reactant: C([O:3][C:4](=[O:17])[CH:5]([CH2:11][CH:12]([CH2:15][CH3:16])[CH2:13][CH3:14])[C:6]([O:8]CC)=[O:7])C.[OH-].[K+]. Product: [CH2:15]([CH:12]([CH2:13][CH3:14])[CH2:11][CH:5]([C:6]([OH:8])=[O:7])[C:4]([OH:17])=[O:3])[CH3:16]. The catalyst class is: 40. (3) Reactant: [OH:1][C:2]1[CH:22]=[CH:21][CH:20]=[CH:19][C:3]=1[C:4]([NH:6][C@@H:7]([C@H:16]([OH:18])[CH3:17])[C:8]([N:10]1[CH2:15][CH2:14][O:13][CH2:12][CH2:11]1)=[O:9])=O.S(Cl)(Cl)=O. Product: [OH:1][C:2]1[CH:22]=[CH:21][CH:20]=[CH:19][C:3]=1[C:4]1[O:18][C@@H:16]([CH3:17])[C@@H:7]([C:8]([N:10]2[CH2:15][CH2:14][O:13][CH2:12][CH2:11]2)=[O:9])[N:6]=1. The catalyst class is: 366. (4) Reactant: [NH2:1][CH2:2][CH2:3][CH2:4][C@H:5]([NH:9][C:10]([C:12]1[S:13][C:14]([CH:17]([C:24]2[CH:29]=[CH:28][CH:27]=[CH:26][CH:25]=2)[C:18]2[CH:23]=[CH:22][CH:21]=[CH:20][CH:19]=2)=[CH:15][CH:16]=1)=[O:11])[C:6]([OH:8])=[O:7].[C:30]([OH:36])([C:32]([F:35])([F:34])[F:33])=[O:31].C(O)C.Cl.C(O[C:44](=[NH:51])[CH2:45][C:46]([O:48][CH2:49][CH3:50])=[O:47])C. Product: [C:24]1([CH:17]([C:18]2[CH:19]=[CH:20][CH:21]=[CH:22][CH:23]=2)[C:14]2[S:13][C:12]([C:10]([NH:9][C@@H:5]([CH2:4][CH2:3][CH2:2][NH:1][C:44](=[NH:51])[CH2:45][C:46]([O:48][CH2:49][CH3:50])=[O:47])[C:6]([OH:8])=[O:7])=[O:11])=[CH:16][CH:15]=2)[CH:29]=[CH:28][CH:27]=[CH:26][CH:25]=1.[C:30]([OH:36])([C:32]([F:35])([F:34])[F:33])=[O:31]. The catalyst class is: 424. (5) Reactant: C([O:3][C:4]([C:6]1[NH:7][C:8]2[C:13]([CH:14]=1)=[CH:12][C:11]([C:15]([N:17]1[CH2:23][C:22]3([CH3:25])[CH2:24][CH:18]1[CH2:19][C:20]([CH3:27])([CH3:26])[CH2:21]3)=[O:16])=[CH:10][CH:9]=2)=[O:5])C.[OH-].[Na+].Cl. Product: [CH3:25][C:22]12[CH2:24][CH:18]([N:17]([C:15]([C:11]3[CH:12]=[C:13]4[C:8](=[CH:9][CH:10]=3)[NH:7][C:6]([C:4]([OH:5])=[O:3])=[CH:14]4)=[O:16])[CH2:23]1)[CH2:19][C:20]([CH3:27])([CH3:26])[CH2:21]2. The catalyst class is: 8. (6) Reactant: [C:1]([C:5]1[N:10]=[C:9]([CH2:11][CH2:12][O:13][CH3:14])[CH:8]=[C:7]([N:15]2[CH2:20][CH2:19][NH:18][CH2:17][CH2:16]2)[N:6]=1)([CH3:4])([CH3:3])[CH3:2].[C:21]([O:25][C:26](=[O:37])[NH:27][C@H:28]1[CH2:33][CH2:32][C@H:31]([CH2:34][CH:35]=O)[CH2:30][CH2:29]1)([CH3:24])([CH3:23])[CH3:22].CC(O)=O.[Na]. Product: [C:21]([O:25][C:26](=[O:37])[NH:27][C@H:28]1[CH2:29][CH2:30][C@H:31]([CH2:34][CH2:35][N:18]2[CH2:17][CH2:16][N:15]([C:7]3[CH:8]=[C:9]([CH2:11][CH2:12][O:13][CH3:14])[N:10]=[C:5]([C:1]([CH3:4])([CH3:2])[CH3:3])[N:6]=3)[CH2:20][CH2:19]2)[CH2:32][CH2:33]1)([CH3:24])([CH3:23])[CH3:22]. The catalyst class is: 325. (7) Reactant: [F:1][C:2]1[CH:23]=[C:22]([F:24])[CH:21]=[CH:20][C:3]=1[CH2:4][N:5]1[C:13]2[C:8](=[CH:9][C:10]([N+:14]([O-:16])=[O:15])=[CH:11][CH:12]=2)[CH:7]=[C:6]1[C:17](O)=[O:18].CN(C)CCCN=C=NCC.Cl.[F:37][C:38]1[CH:44]=[CH:43][C:41]([NH2:42])=[CH:40][CH:39]=1. Product: [F:1][C:2]1[CH:23]=[C:22]([F:24])[CH:21]=[CH:20][C:3]=1[CH2:4][N:5]1[C:13]2[C:8](=[CH:9][C:10]([N+:14]([O-:16])=[O:15])=[CH:11][CH:12]=2)[CH:7]=[C:6]1[C:17]([NH:42][C:41]1[CH:43]=[CH:44][C:38]([F:37])=[CH:39][CH:40]=1)=[O:18]. The catalyst class is: 119.